Task: Regression. Given a peptide amino acid sequence and an MHC pseudo amino acid sequence, predict their binding affinity value. This is MHC class I binding data.. Dataset: Peptide-MHC class I binding affinity with 185,985 pairs from IEDB/IMGT (1) The binding affinity (normalized) is 0. The peptide sequence is VNSIQRRTLDL. The MHC is H-2-Db with pseudo-sequence H-2-Db. (2) The peptide sequence is THNDEIMRMCH. The binding affinity (normalized) is 0. The MHC is H-2-Db with pseudo-sequence H-2-Db. (3) The peptide sequence is LIPDGDGEV. The MHC is HLA-B35:01 with pseudo-sequence HLA-B35:01. The binding affinity (normalized) is 0.0847. (4) The peptide sequence is MEFEPFQSL. The MHC is HLA-A26:03 with pseudo-sequence HLA-A26:03. The binding affinity (normalized) is 0.0847. (5) The peptide sequence is KGAVDLSHFL. The MHC is HLA-B58:01 with pseudo-sequence HLA-B58:01. The binding affinity (normalized) is 0.306. (6) The peptide sequence is PLYRLSPKK. The MHC is HLA-A01:01 with pseudo-sequence HLA-A01:01. The binding affinity (normalized) is 0.0847.